The task is: Regression. Given a peptide amino acid sequence and an MHC pseudo amino acid sequence, predict their binding affinity value. This is MHC class II binding data.. This data is from Peptide-MHC class II binding affinity with 134,281 pairs from IEDB. The peptide sequence is VDRQWAQDLTLPWQS. The MHC is DRB1_1101 with pseudo-sequence DRB1_1101. The binding affinity (normalized) is 0.147.